Task: Predict the reactants needed to synthesize the given product.. Dataset: Full USPTO retrosynthesis dataset with 1.9M reactions from patents (1976-2016) (1) Given the product [C:17]1([C@H:23]([O:25][C:31](=[O:40])[NH:28][C:12]2[N:8]([C:4]3[CH:5]=[CH:6][CH:7]=[C:2]([Br:1])[CH:3]=3)[N:9]=[N:10][C:11]=2[CH3:16])[CH3:24])[CH:22]=[CH:21][CH:20]=[CH:19][CH:18]=1, predict the reactants needed to synthesize it. The reactants are: [Br:1][C:2]1[CH:3]=[C:4]([N:8]2[C:12](C(O)=O)=[C:11]([CH3:16])[N:10]=[N:9]2)[CH:5]=[CH:6][CH:7]=1.[C:17]1([C@H:23]([OH:25])[CH3:24])[CH:22]=[CH:21][CH:20]=[CH:19][CH:18]=1.C([N:28]([CH2:31]C)CC)C.C1(P(N=[N+]=[N-])(C2C=CC=CC=2)=[O:40])C=CC=CC=1. (2) The reactants are: [NH2:1][C:2]1[CH:3]=[C:4]([CH:8]2[CH2:13][CH2:12][N:11]([C:14](OC(C)(C)C)=O)[CH2:10][CH2:9]2)[CH:5]=[CH:6][CH:7]=1.[H-].[Al+3].[Li+].[H-].[H-].[H-]. Given the product [CH3:14][N:11]1[CH2:12][CH2:13][CH:8]([C:4]2[CH:3]=[C:2]([NH2:1])[CH:7]=[CH:6][CH:5]=2)[CH2:9][CH2:10]1, predict the reactants needed to synthesize it. (3) Given the product [C:42]([O:46][C:47](=[O:48])[NH:26][C:25]([C:20]1[S:21][C:22]([S:23][CH3:24])=[C:18]([S:15]([C:11]2[CH:12]=[CH:13][CH:14]=[C:9]([Br:8])[CH:10]=2)(=[O:17])=[O:16])[CH:19]=1)=[NH:27])([CH3:45])([CH3:44])[CH3:43], predict the reactants needed to synthesize it. The reactants are: FC(F)(F)C(O)=O.[Br:8][C:9]1[CH:10]=[C:11]([S:15]([C:18]2[CH:19]=[C:20]([C:25]([NH2:27])=[NH:26])[S:21][C:22]=2[S:23][CH3:24])(=[O:17])=[O:16])[CH:12]=[CH:13][CH:14]=1.CN(C=O)C.CCN(C(C)C)C(C)C.[C:42]([O:46][C:47](O[C:47]([O:46][C:42]([CH3:45])([CH3:44])[CH3:43])=[O:48])=[O:48])([CH3:45])([CH3:44])[CH3:43].